This data is from Catalyst prediction with 721,799 reactions and 888 catalyst types from USPTO. The task is: Predict which catalyst facilitates the given reaction. (1) Reactant: [OH:1][C@H:2]1[C@@H:6]([CH2:7][NH:8]C(OCC2C=CC=CC=2)=O)[CH2:5][N:4]([C:19]([O:21][C:22]([CH3:25])([CH3:24])[CH3:23])=[O:20])[CH2:3]1. Product: [NH2:8][CH2:7][C@@H:6]1[C@H:2]([OH:1])[CH2:3][N:4]([C:19]([O:21][C:22]([CH3:25])([CH3:24])[CH3:23])=[O:20])[CH2:5]1. The catalyst class is: 5. (2) Reactant: [NH2:1][C:2]1[CH:3]=[C:4]([S:21]([OH:24])(=[O:23])=[O:22])[C:5]([CH:8]=[CH:9][C:10]2[C:11]([S:17]([OH:20])(=[O:19])=[O:18])=[CH:12][C:13]([NH2:16])=[CH:14][CH:15]=2)=[CH:6][CH:7]=1.[C:25](=[O:28])([O-:27])[O-].[Na+].[Na+].Cl[C:32]([O:34][CH2:35][CH:36]1[C:48]2[CH:47]=[CH:46][CH:45]=[CH:44][C:43]=2[C:42]2[C:37]1=[CH:38][CH:39]=[CH:40][CH:41]=2)=[O:33]. Product: [CH:8](/[C:5]1[CH:6]=[CH:7][C:2]([NH:1][C:32]([O:34][CH2:35][CH:36]2[C:48]3[CH:47]=[CH:46][CH:45]=[CH:44][C:43]=3[C:42]3[C:37]2=[CH:38][CH:39]=[CH:40][CH:41]=3)=[O:33])=[CH:3][C:4]=1[S:21]([OH:24])(=[O:23])=[O:22])=[CH:9]\[C:10]1[CH:15]=[CH:14][C:13]([NH:16][C:25]([O:27][CH2:35][CH:36]2[C:37]3[CH:38]=[CH:39][CH:40]=[CH:41][C:42]=3[C:43]3[C:48]2=[CH:47][CH:46]=[CH:45][CH:44]=3)=[O:28])=[CH:12][C:11]=1[S:17]([OH:20])(=[O:19])=[O:18]. The catalyst class is: 127. (3) Reactant: [C:1]([O:5][C:6]([N:8]1[CH2:13][CH2:12][CH:11]([OH:14])[CH2:10][CH2:9]1)=[O:7])([CH3:4])([CH3:3])[CH3:2].[H-].[Na+].[CH2:17]([O:24][C:25]1[CH:30]=[CH:29][C:28]([C:31]2[CH:36]=[C:35](Cl)[N:34]=[N:33][C:32]=2[CH2:38][CH2:39][CH2:40][CH3:41])=[CH:27][CH:26]=1)[C:18]1[CH:23]=[CH:22][CH:21]=[CH:20][CH:19]=1.O. Product: [C:1]([O:5][C:6]([N:8]1[CH2:13][CH2:12][CH:11]([O:14][C:35]2[N:34]=[N:33][C:32]([CH2:38][CH2:39][CH2:40][CH3:41])=[C:31]([C:28]3[CH:27]=[CH:26][C:25]([O:24][CH2:17][C:18]4[CH:19]=[CH:20][CH:21]=[CH:22][CH:23]=4)=[CH:30][CH:29]=3)[CH:36]=2)[CH2:10][CH2:9]1)=[O:7])([CH3:4])([CH3:2])[CH3:3]. The catalyst class is: 1.